The task is: Predict which catalyst facilitates the given reaction.. This data is from Catalyst prediction with 721,799 reactions and 888 catalyst types from USPTO. Reactant: [N:1]1[CH:6]=[CH:5][CH:4]=[CH:3][C:2]=1[CH2:7][O:8][C:9]1[CH:17]=[CH:16][C:12]([C:13]([OH:15])=O)=[CH:11][CH:10]=1.CN(C(ON1N=NC2C=CC=NC1=2)=[N+](C)C)C.F[P-](F)(F)(F)(F)F.CCN(C(C)C)C(C)C.[NH2:51][C:52]1[CH:53]=[C:54]([B:59]([OH:61])[OH:60])[CH:55]=[CH:56][C:57]=1[CH3:58].[Na+].[Cl-]. Product: [CH3:58][C:57]1[CH:56]=[CH:55][C:54]([B:59]([OH:61])[OH:60])=[CH:53][C:52]=1[NH:51][C:13](=[O:15])[C:12]1[CH:11]=[CH:10][C:9]([O:8][CH2:7][C:2]2[CH:3]=[CH:4][CH:5]=[CH:6][N:1]=2)=[CH:17][CH:16]=1. The catalyst class is: 3.